Dataset: NCI-60 drug combinations with 297,098 pairs across 59 cell lines. Task: Regression. Given two drug SMILES strings and cell line genomic features, predict the synergy score measuring deviation from expected non-interaction effect. (1) Drug 1: CCCCC(=O)OCC(=O)C1(CC(C2=C(C1)C(=C3C(=C2O)C(=O)C4=C(C3=O)C=CC=C4OC)O)OC5CC(C(C(O5)C)O)NC(=O)C(F)(F)F)O. Drug 2: CC(C)(C#N)C1=CC(=CC(=C1)CN2C=NC=N2)C(C)(C)C#N. Cell line: SF-539. Synergy scores: CSS=48.6, Synergy_ZIP=-2.00, Synergy_Bliss=-5.79, Synergy_Loewe=-5.30, Synergy_HSA=-5.51. (2) Drug 1: CC(C)(C#N)C1=CC(=CC(=C1)CN2C=NC=N2)C(C)(C)C#N. Drug 2: CC(C)CN1C=NC2=C1C3=CC=CC=C3N=C2N. Cell line: SF-295. Synergy scores: CSS=-1.49, Synergy_ZIP=4.67, Synergy_Bliss=6.31, Synergy_Loewe=4.55, Synergy_HSA=0.198. (3) Drug 1: CC(CN1CC(=O)NC(=O)C1)N2CC(=O)NC(=O)C2. Drug 2: CN(CC1=CN=C2C(=N1)C(=NC(=N2)N)N)C3=CC=C(C=C3)C(=O)NC(CCC(=O)O)C(=O)O. Cell line: SK-MEL-5. Synergy scores: CSS=28.7, Synergy_ZIP=-10.7, Synergy_Bliss=1.03, Synergy_Loewe=-17.7, Synergy_HSA=0.888. (4) Drug 1: C1=CN(C(=O)N=C1N)C2C(C(C(O2)CO)O)O.Cl. Drug 2: C1CC(C1)(C(=O)O)C(=O)O.[NH2-].[NH2-].[Pt+2]. Cell line: U251. Synergy scores: CSS=25.0, Synergy_ZIP=4.45, Synergy_Bliss=8.23, Synergy_Loewe=-2.10, Synergy_HSA=6.86. (5) Drug 1: C1C(C(OC1N2C=C(C(=O)NC2=O)F)CO)O. Drug 2: CN(C(=O)NC(C=O)C(C(C(CO)O)O)O)N=O. Cell line: SK-MEL-5. Synergy scores: CSS=5.98, Synergy_ZIP=-3.18, Synergy_Bliss=-1.11, Synergy_Loewe=-14.9, Synergy_HSA=-3.11. (6) Drug 1: CNC(=O)C1=NC=CC(=C1)OC2=CC=C(C=C2)NC(=O)NC3=CC(=C(C=C3)Cl)C(F)(F)F. Drug 2: CC1CCCC2(C(O2)CC(NC(=O)CC(C(C(=O)C(C1O)C)(C)C)O)C(=CC3=CSC(=N3)C)C)C. Cell line: HCC-2998. Synergy scores: CSS=57.6, Synergy_ZIP=9.43, Synergy_Bliss=7.30, Synergy_Loewe=-27.5, Synergy_HSA=7.81.